This data is from Catalyst prediction with 721,799 reactions and 888 catalyst types from USPTO. The task is: Predict which catalyst facilitates the given reaction. (1) Reactant: [N:1]([CH2:4][C@H:5]1[CH2:14][CH2:13][C:12]2[C:7](=[CH:8][CH:9]=[CH:10][CH:11]=2)[O:6]1)=[N+]=[N-].C1(P(C2C=CC=CC=2)C2C=CC=CC=2)C=CC=CC=1.O. Product: [O:6]1[C:7]2[C:12](=[CH:11][CH:10]=[CH:9][CH:8]=2)[CH2:13][CH2:14][C@@H:5]1[CH2:4][NH2:1]. The catalyst class is: 54. (2) Reactant: [Si]([O:8][CH2:9][CH2:10][NH:11][CH2:12][CH2:13][NH:14][C@H:15]1[CH2:20][CH2:19][C@H:18]([CH2:21][C:22]([NH:24][C@H:25]2[CH2:30][C:29]3[CH:31]=[CH:32][CH:33]=[C:34]([C:35]([OH:37])=[O:36])[C:28]=3[O:27][B:26]2[OH:38])=[O:23])[CH2:17][CH2:16]1)(C(C)(C)C)(C)C.C(O)(C(F)(F)F)=O. Product: [OH:38][B:26]1[C@@H:25]([NH:24][C:22](=[O:23])[CH2:21][C@H:18]2[CH2:19][CH2:20][C@H:15]([NH:14][CH2:13][CH2:12][NH:11][CH2:10][CH2:9][OH:8])[CH2:16][CH2:17]2)[CH2:30][C:29]2[CH:31]=[CH:32][CH:33]=[C:34]([C:35]([OH:37])=[O:36])[C:28]=2[O:27]1. The catalyst class is: 6. (3) Reactant: [OH-:1].[Na+].[OH:3]O.C([C:8]1[CH:13]=[CH:12][CH:11]=[CH:10][CH:9]=1)(C)C.[CH:14]1[C:27]2NC3C(=CC=CC=3)SC=2C=C[CH:15]=1.[C:28](Cl)(=[O:31])[CH:29]=[CH2:30]. Product: [C:28]([OH:31])(=[O:1])[CH:29]=[CH2:30].[CH:14]([O:1][O:3][C:8]1[CH:9]=[CH:10][CH:11]=[CH:12][CH:13]=1)([CH3:27])[CH3:15]. The catalyst class is: 21. (4) Reactant: [F:1][C:2]1[CH:3]=[C:4]2[C:8](=[CH:9][C:10]=1[C:11]#[N:12])[N:7]([CH3:13])[NH:6][C:5]2=[O:14].CCN(C(C)C)C(C)C.[F:24][C:25]([F:38])([F:37])[S:26](O[S:26]([C:25]([F:38])([F:37])[F:24])(=[O:28])=[O:27])(=[O:28])=[O:27]. Product: [F:24][C:25]([F:38])([F:37])[S:26]([O:14][C:5]1[C:4]2[C:8](=[CH:9][C:10]([C:11]#[N:12])=[C:2]([F:1])[CH:3]=2)[N:7]([CH3:13])[N:6]=1)(=[O:28])=[O:27]. The catalyst class is: 2. (5) Reactant: [CH3:1][N:2]1[C:6](B2OC(C)(C)C(C)(C)O2)=[CH:5][CH:4]=[N:3]1.[CH3:16][N:17]([C:27]1[CH:32]=[CH:31][C:30]([NH:33][C:34]([NH:36][C:37]2[CH:42]=[CH:41][CH:40]=[CH:39][CH:38]=2)=[O:35])=[CH:29][CH:28]=1)[S:18]([C:21]1[S:22][C:23](Br)=[CH:24][CH:25]=1)(=[O:20])=[O:19].C([O-])([O-])=O.[Na+].[Na+]. Product: [CH3:16][N:17]([C:27]1[CH:28]=[CH:29][C:30]([NH:33][C:34]([NH:36][C:37]2[CH:42]=[CH:41][CH:40]=[CH:39][CH:38]=2)=[O:35])=[CH:31][CH:32]=1)[S:18]([C:21]1[S:22][C:23]([C:6]2[N:2]([CH3:1])[N:3]=[CH:4][CH:5]=2)=[CH:24][CH:25]=1)(=[O:20])=[O:19]. The catalyst class is: 104.